This data is from Catalyst prediction with 721,799 reactions and 888 catalyst types from USPTO. The task is: Predict which catalyst facilitates the given reaction. (1) Reactant: [Cl:1][C:2]1[CH:3]=[C:4]([I:21])[CH:5]=[C:6]2[C:11]=1[O:10][CH:9]([C:12]([F:15])([F:14])[F:13])[C:8]([C:16]([O:18]CC)=[O:17])=[CH:7]2.O[Li].O.Cl. Product: [Cl:1][C:2]1[CH:3]=[C:4]([I:21])[CH:5]=[C:6]2[C:11]=1[O:10][CH:9]([C:12]([F:14])([F:13])[F:15])[C:8]([C:16]([OH:18])=[O:17])=[CH:7]2. The catalyst class is: 87. (2) Reactant: [CH3:1][O:2][C:3]1[CH:4]=[C:5]([CH:25]=[CH:26][C:27]=1[O:28][CH3:29])[O:6][CH2:7][C:8]1[O:12][C:11]([C@@H:13]2[CH2:17][CH2:16][CH2:15][N:14]2C(OC(C)(C)C)=O)=[N:10][CH:9]=1.Cl.CCOC(C)=O.[OH-].[Na+]. Product: [CH3:1][O:2][C:3]1[CH:4]=[C:5]([CH:25]=[CH:26][C:27]=1[O:28][CH3:29])[O:6][CH2:7][C:8]1[O:12][C:11]([C@@H:13]2[CH2:17][CH2:16][CH2:15][NH:14]2)=[N:10][CH:9]=1. The catalyst class is: 25.